Task: Predict which catalyst facilitates the given reaction.. Dataset: Catalyst prediction with 721,799 reactions and 888 catalyst types from USPTO Reactant: [CH2:1]([C:3]12[CH2:10][CH2:9][C:6]([C:11]3[CH:16]=[CH:15][CH:14]=[CH:13][CH:12]=3)([CH2:7][NH:8]1)[N:5]([CH2:17][C:18]([O:20]CC1C=CC=CC=1)=[O:19])[C:4]2=[O:28])[CH3:2].[H][H]. Product: [CH2:1]([C:3]12[CH2:10][CH2:9][C:6]([C:11]3[CH:12]=[CH:13][CH:14]=[CH:15][CH:16]=3)([CH2:7][NH:8]1)[N:5]([CH2:17][C:18]([OH:20])=[O:19])[C:4]2=[O:28])[CH3:2]. The catalyst class is: 19.